This data is from Reaction yield outcomes from USPTO patents with 853,638 reactions. The task is: Predict the reaction yield, written as a fraction of the theoretical maximum amount of product (1.0 means a 100% yield; for example, 0.34 means a 34% yield). (1) The reactants are [N:1]([C:4]1[CH:9]=[CH:8][C:7]([F:10])=[CH:6][C:5]=1[Cl:11])=[N+:2]=[N-:3].[CH3:12][O:13][C:14]1[CH:19]=[CH:18][C:17]([CH2:20][C:21]#[N:22])=[CH:16][CH:15]=1.C[O-].[Na+]. The catalyst is C(O)C.C(OCC)(=O)C. The product is [Cl:11][C:5]1[CH:6]=[C:7]([F:10])[CH:8]=[CH:9][C:4]=1[N:1]1[C:21]([NH2:22])=[C:20]([C:17]2[CH:18]=[CH:19][C:14]([O:13][CH3:12])=[CH:15][CH:16]=2)[N:3]=[N:2]1. The yield is 0.340. (2) The reactants are [CH3:1][CH:2]([O:4][C:5]([N:7]1[CH2:12][CH2:11][CH:10]([CH2:13][O:14][C:15]2[CH:16]=[CH:17][C:18]([C:21]3[CH:29]=[CH:28][C:24]([C:25]([OH:27])=O)=[CH:23][CH:22]=3)=[N:19][CH:20]=2)[CH2:9][CH2:8]1)=[O:6])[CH3:3].[NH:30]1[CH2:34][CH2:33][CH2:32][CH2:31]1.CN(C(ON1N=NC2C=CC=NC1=2)=[N+](C)C)C.F[P-](F)(F)(F)(F)F.C(N(C(C)C)CC)(C)C. The catalyst is CN(C=O)C. The product is [N:30]1([C:25]([C:24]2[CH:28]=[CH:29][C:21]([C:18]3[N:19]=[CH:20][C:15]([O:14][CH2:13][CH:10]4[CH2:9][CH2:8][N:7]([C:5]([O:4][CH:2]([CH3:3])[CH3:1])=[O:6])[CH2:12][CH2:11]4)=[CH:16][CH:17]=3)=[CH:22][CH:23]=2)=[O:27])[CH2:34][CH2:33][CH2:32][CH2:31]1. The yield is 0.250.